Dataset: Full USPTO retrosynthesis dataset with 1.9M reactions from patents (1976-2016). Task: Predict the reactants needed to synthesize the given product. Given the product [F:16][C:13]1[N:12]=[CH:11][C:10]([C:6]2[CH:5]=[C:4]([CH:9]=[CH:8][CH:7]=2)[C:3]([OH:17])=[O:2])=[CH:15][CH:14]=1, predict the reactants needed to synthesize it. The reactants are: C[O:2][C:3](=[O:17])[C:4]1[CH:9]=[CH:8][CH:7]=[C:6]([C:10]2[CH:11]=[N:12][C:13]([F:16])=[CH:14][CH:15]=2)[CH:5]=1.[OH-].[Li+].